Dataset: Forward reaction prediction with 1.9M reactions from USPTO patents (1976-2016). Task: Predict the product of the given reaction. (1) The product is: [NH2:1][C:2]1[CH:9]=[C:8]([O:10][CH2:11][CH2:12][CH2:13][N:17]2[CH2:22][CH2:21][O:20][CH2:19][CH2:18]2)[C:7]([O:15][CH3:16])=[CH:6][C:3]=1[C:4]#[N:5]. Given the reactants [NH2:1][C:2]1[CH:9]=[C:8]([O:10][CH2:11][CH2:12][CH2:13]Cl)[C:7]([O:15][CH3:16])=[CH:6][C:3]=1[C:4]#[N:5].[NH:17]1[CH2:22][CH2:21][O:20][CH2:19][CH2:18]1.[I-].[Na+], predict the reaction product. (2) Given the reactants [NH2:1][C:2]1[N:3]=[CH:4][C:5]2[CH:10]=[C:9]([C:11]3[C:16]([Cl:17])=[CH:15][CH:14]=[CH:13][C:12]=3[Cl:18])[N:8]([CH2:19][C@@H:20]3[CH2:25][CH2:24][CH2:23][N:22]([C:26]([O:28][C:29]([CH3:32])([CH3:31])[CH3:30])=[O:27])[CH2:21]3)[C:6]=2[N:7]=1.[Cl:33][C:34]1[CH:35]=[C:36]([CH:39]=[CH:40][C:41]=1[OH:42])[CH:37]=O.C(O[BH-](OC(=O)C)OC(=O)C)(=O)C.[Na+].C(O)(C(F)(F)F)=O, predict the reaction product. The product is: [Cl:33][C:34]1[CH:35]=[C:36]([CH:39]=[CH:40][C:41]=1[OH:42])[CH2:37][NH:1][C:2]1[N:3]=[CH:4][C:5]2[CH:10]=[C:9]([C:11]3[C:16]([Cl:17])=[CH:15][CH:14]=[CH:13][C:12]=3[Cl:18])[N:8]([CH2:19][C@@H:20]3[CH2:25][CH2:24][CH2:23][N:22]([C:26]([O:28][C:29]([CH3:32])([CH3:31])[CH3:30])=[O:27])[CH2:21]3)[C:6]=2[N:7]=1. (3) Given the reactants [O:1]=[S:2](Cl)Cl.[O:5]1[CH2:10][CH2:9][O:8][C:7]2[CH:11]=[C:12]([CH2:15][C@H:16]([NH:19][C:20](=[O:26])[O:21][C:22]([CH3:25])([CH3:24])[CH3:23])[CH2:17][OH:18])[CH:13]=[CH:14][C:6]1=2.N1C=CC=CC=1, predict the reaction product. The product is: [O:5]1[C:6]2[CH:14]=[CH:13][C:12]([CH2:15][C@H:16]3[CH2:17][O:18][S:2](=[O:1])[N:19]3[C:20]([O:21][C:22]([CH3:25])([CH3:24])[CH3:23])=[O:26])=[CH:11][C:7]=2[O:8][CH2:9][CH2:10]1.